From a dataset of Experimentally validated miRNA-target interactions with 360,000+ pairs, plus equal number of negative samples. Binary Classification. Given a miRNA mature sequence and a target amino acid sequence, predict their likelihood of interaction. (1) Result: 1 (interaction). The miRNA is hsa-miR-3714 with sequence GAAGGCAGCAGUGCUCCCCUGU. The protein sequence of the target gene is MGAAPSPTQASSRGGGPGPPAPTRAVSSSSRARGGALSALGPSPARPLTTSPAPAPPPRSRPARQQPDPQCWEKRGGAGGDTKGGAAGPGPGRLRGMDAEYPAFEPPLCSELKHLCRRLREAYRELKEDLTPFKDDRYYRLAPMRLYTLSKRHFVLVFVVFFICFGLTIFVGIRGPKVIQTSAANFSLNNSKKLKPIQILSNPLSTYNQQLWLTCVVELDQSKETSIKTSFPMTVKVDGVAQDGTTMYIHNKVHNRTRTLTCAGKCAEIIVAHLGYLNYTQYTVIVGFEHLKLPIKGMNF.... (2) The miRNA is mmu-miR-466o-3p with sequence UACAUACAUGCACACAUAAGAC. The protein sequence of the target gene is MATPAAVNPPEMASDIPGSVALPVAPMAATGQVRMAGAMPARGGKRRSGMDFDDEDGEGPSKFSRENHSEIERRRRNKMTQYITELSDMVPTCSALARKPDKLTILRMAVSHMKSMRGTGNKSTDGAYKPSFLTEQELKHLILEAADGFLFVVAAETGRVIYVSDSVTPVLNQPQSEWFGSTLYEQVHPDDVEKLREQLCTSENSMTGRILDLKTGTVKKEGQQSSMRMCMGSRRSFICRMRCGNAPLDHLPLNRITTMRKRFRNGLGPVKEGEAQYAVVHCTGYIKAWPPAGMTIPEED.... Result: 0 (no interaction).